This data is from Forward reaction prediction with 1.9M reactions from USPTO patents (1976-2016). The task is: Predict the product of the given reaction. (1) The product is: [F:19][C:13]1[CH:14]=[CH:15][CH:16]=[C:17]([F:18])[C:12]=1[C:4]1[NH:3][CH:2]=[C:6]([C:7]([O:9][CH2:10][CH3:11])=[O:8])[CH:5]=1. Given the reactants Cl[C:2]1[NH:3][C:4]([C:12]2[C:17]([F:18])=[CH:16][CH:15]=[CH:14][C:13]=2[F:19])=[CH:5][C:6]=1[C:7]([O:9][CH2:10][CH3:11])=[O:8], predict the reaction product. (2) Given the reactants [CH3:1][Si:2]([CH3:15])([CH3:14])[C:3]#[C:4][CH2:5][CH2:6][O:7][C:8]1[N:13]=[CH:12][CH:11]=CN=1, predict the reaction product. The product is: [CH3:15][Si:2]([CH3:1])([CH3:14])[C:3]1[CH:11]=[CH:12][N:13]=[C:8]2[O:7][CH2:6][CH2:5][C:4]=12. (3) Given the reactants I[C:2]1[C:10]2[C:5](=[CH:6][CH:7]=[C:8]([C:11]3[S:15][N:14]=[C:13]([NH:16][CH2:17][C:18]4[CH:23]=[CH:22][C:21]([O:24][CH3:25])=[CH:20][CH:19]=4)[N:12]=3)[CH:9]=2)[N:4]([S:26]([C:29]2[CH:35]=[CH:34][C:32]([CH3:33])=[CH:31][CH:30]=2)(=[O:28])=[O:27])[CH:3]=1.[CH:36]([O:39][C:40]1[CH:45]=[CH:44][CH:43]=[C:42]([Sn](CCCC)(CCCC)CCCC)[N:41]=1)([CH3:38])[CH3:37], predict the reaction product. The product is: [CH:36]([O:39][C:40]1[N:41]=[C:42]([C:2]2[C:10]3[C:5](=[CH:6][CH:7]=[C:8]([C:11]4[S:15][N:14]=[C:13]([NH:16][CH2:17][C:18]5[CH:19]=[CH:20][C:21]([O:24][CH3:25])=[CH:22][CH:23]=5)[N:12]=4)[CH:9]=3)[N:4]([S:26]([C:29]3[CH:35]=[CH:34][C:32]([CH3:33])=[CH:31][CH:30]=3)(=[O:28])=[O:27])[CH:3]=2)[CH:43]=[CH:44][CH:45]=1)([CH3:38])[CH3:37].